This data is from Full USPTO retrosynthesis dataset with 1.9M reactions from patents (1976-2016). The task is: Predict the reactants needed to synthesize the given product. (1) Given the product [C:13]([O:12][CH:8]([CH2:7][C:1]1[CH:6]=[CH:5][CH:4]=[CH:3][CH:2]=1)[C:9]([OH:11])=[O:10])(=[O:20])[C:14]1[CH:19]=[CH:18][CH:17]=[CH:16][CH:15]=1, predict the reactants needed to synthesize it. The reactants are: [C:1]1([CH2:7][CH:8]([OH:12])[C:9]([OH:11])=[O:10])[CH:6]=[CH:5][CH:4]=[CH:3][CH:2]=1.[C:13](Cl)(=[O:20])[C:14]1[CH:19]=[CH:18][CH:17]=[CH:16][CH:15]=1.C(N(CC)CC)C. (2) Given the product [N:14]1[CH:19]=[CH:18][C:17]([N:20]2[CH2:21][CH2:22][N:23]([CH2:2][C:3]3[CH:8]=[CH:7][C:6]([CH2:9][NH:10][C:11](=[O:13])[CH3:12])=[CH:5][CH:4]=3)[CH2:24][CH2:25]2)=[CH:16][CH:15]=1, predict the reactants needed to synthesize it. The reactants are: Cl[CH2:2][C:3]1[CH:8]=[CH:7][C:6]([CH2:9][NH:10][C:11](=[O:13])[CH3:12])=[CH:5][CH:4]=1.[N:14]1[CH:19]=[CH:18][C:17]([N:20]2[CH2:25][CH2:24][NH:23][CH2:22][CH2:21]2)=[CH:16][CH:15]=1.C(=O)([O-])[O-].[K+].[K+].O. (3) Given the product [OH:1][C:2]1[CH:7]=[CH:6][C:5]([C:8]2[C:9]3[CH:16]=[C:15]([CH2:17][O:18][C:19]4[CH:24]=[CH:23][C:22]([C@@H:25]([C:31]#[C:32][CH3:33])[CH2:26][C:27]([OH:29])=[O:28])=[CH:21][CH:20]=4)[CH:14]=[CH:13][C:10]=3[S:11][CH:12]=2)=[C:4]([CH3:34])[CH:3]=1, predict the reactants needed to synthesize it. The reactants are: [OH:1][C:2]1[CH:7]=[CH:6][C:5]([C:8]2[C:9]3[CH:16]=[C:15]([CH2:17][O:18][C:19]4[CH:24]=[CH:23][C:22]([C@@H:25]([C:31]#[C:32][CH3:33])[CH2:26][C:27]([O:29]C)=[O:28])=[CH:21][CH:20]=4)[CH:14]=[CH:13][C:10]=3[S:11][CH:12]=2)=[C:4]([CH3:34])[CH:3]=1.[OH-].[Na+].Cl.